From a dataset of Aqueous solubility values for 9,982 compounds from the AqSolDB database. Regression/Classification. Given a drug SMILES string, predict its absorption, distribution, metabolism, or excretion properties. Task type varies by dataset: regression for continuous measurements (e.g., permeability, clearance, half-life) or binary classification for categorical outcomes (e.g., BBB penetration, CYP inhibition). For this dataset (solubility_aqsoldb), we predict Y. (1) The molecule is O=C1NC(=O)c2ccc3c4ccc5c6c(ccc(c7ccc1c2c73)c64)C(=O)NC5=O. The Y is -7.59 log mol/L. (2) The drug is Cc1cnc2c(C(=O)O)c(Cl)ccc2c1. The Y is -3.00 log mol/L. (3) The drug is CCCCCc1ccc(O)cc1O. The Y is -1.95 log mol/L. (4) The molecule is Fc1cccc(CCl)c1. The Y is -2.54 log mol/L. (5) The drug is O=C(S)CCCCC(=O)S. The Y is -1.73 log mol/L. (6) The compound is CCC(O)C(C)(C)C. The Y is -1.15 log mol/L. (7) The compound is O=C1Cc2cccc(F)c2N1. The Y is -2.23 log mol/L.